From a dataset of Forward reaction prediction with 1.9M reactions from USPTO patents (1976-2016). Predict the product of the given reaction. (1) Given the reactants [CH3:1][N:2]1[CH:6]=[CH:5][N:4]=[C:3]1[CH:7]([OH:12])[CH2:8][N+:9]([O-])=O.Cl.C(N(CC)CC)C.Cl[C:22](Cl)([O:24]C(=O)OC(Cl)(Cl)Cl)Cl, predict the reaction product. The product is: [CH3:1][N:2]1[CH:6]=[CH:5][N:4]=[C:3]1[CH:7]1[O:12][C:22](=[O:24])[NH:9][CH2:8]1. (2) The product is: [CH2:1]([O:3][C:4](=[O:29])[CH2:5][C:6]1[CH:11]=[CH:10][C:9]([O:12][CH3:13])=[C:8]([O:14][C:15]2[CH:20]=[CH:19][C:18]([NH:21][C:34]([NH:33][CH2:32][CH2:31][Cl:30])=[O:35])=[CH:17][C:16]=2[CH2:22][S:23][CH2:24][C:25]([F:26])([F:27])[F:28])[CH:7]=1)[CH3:2]. Given the reactants [CH2:1]([O:3][C:4](=[O:29])[CH2:5][C:6]1[CH:11]=[CH:10][C:9]([O:12][CH3:13])=[C:8]([O:14][C:15]2[CH:20]=[CH:19][C:18]([NH2:21])=[CH:17][C:16]=2[CH2:22][S:23][CH2:24][C:25]([F:28])([F:27])[F:26])[CH:7]=1)[CH3:2].[Cl:30][CH2:31][CH2:32][N:33]=[C:34]=[O:35], predict the reaction product. (3) Given the reactants [C:1]([O:5][C:6]([N:8]1[CH2:13][CH2:12][O:11][CH2:10][CH:9]1[CH2:14][OH:15])=[O:7])([CH3:4])([CH3:3])[CH3:2].[H-].[Na+].[N+](C1C=CC([O:27][C:28]([N:30]2[CH2:35][CH2:34][N:33]([C:36]3[CH:41]=[CH:40][C:39]([F:42])=[CH:38][C:37]=3[F:43])[CH2:32][CH2:31]2)=O)=CC=1)([O-])=O, predict the reaction product. The product is: [C:1]([O:5][C:6]([N:8]1[CH2:13][CH2:12][O:11][CH2:10][CH:9]1[CH2:14][O:15][C:28]([N:30]1[CH2:31][CH2:32][N:33]([C:36]2[CH:41]=[CH:40][C:39]([F:42])=[CH:38][C:37]=2[F:43])[CH2:34][CH2:35]1)=[O:27])=[O:7])([CH3:4])([CH3:3])[CH3:2]. (4) Given the reactants C([N:8]1[CH2:47][CH2:46][C:11]2[N:12]=[C:13]([C:26]3[CH:34]=[CH:33][CH:32]=[C:31]4[C:27]=3[C:28]([CH3:45])=[CH:29][N:30]4[S:35]([C:38]3[CH:44]=[CH:43][C:41]([CH3:42])=[CH:40][CH:39]=3)(=[O:37])=[O:36])[N:14]=[C:15]([N:16]3[CH2:21][CH2:20][N:19]([C:22](=[O:24])[CH3:23])[CH2:18][C@H:17]3[CH3:25])[C:10]=2[CH2:9]1)C1C=CC=CC=1.C(O)(=O)C.C1COCC1, predict the reaction product. The product is: [CH3:25][C@H:17]1[N:16]([C:15]2[C:10]3[CH2:9][NH:8][CH2:47][CH2:46][C:11]=3[N:12]=[C:13]([C:26]3[CH:34]=[CH:33][CH:32]=[C:31]4[C:27]=3[C:28]([CH3:45])=[CH:29][N:30]4[S:35]([C:38]3[CH:44]=[CH:43][C:41]([CH3:42])=[CH:40][CH:39]=3)(=[O:36])=[O:37])[N:14]=2)[CH2:21][CH2:20][N:19]([C:22](=[O:24])[CH3:23])[CH2:18]1. (5) Given the reactants S(O)(O)(=O)=O.[NH2:6]O.[O:8]=[C:9]([C:13]1[CH:18]=[CH:17][CH:16]=[CH:15][CH:14]=1)[CH2:10][C:11]#[N:12].[OH-].[Na+].Cl, predict the reaction product. The product is: [C:13]1([C:9]2[O:8][N:12]=[C:11]([NH2:6])[CH:10]=2)[CH:18]=[CH:17][CH:16]=[CH:15][CH:14]=1.